From a dataset of NCI-60 drug combinations with 297,098 pairs across 59 cell lines. Regression. Given two drug SMILES strings and cell line genomic features, predict the synergy score measuring deviation from expected non-interaction effect. (1) Drug 1: C1=CN(C=N1)CC(O)(P(=O)(O)O)P(=O)(O)O. Drug 2: C(CN)CNCCSP(=O)(O)O. Cell line: M14. Synergy scores: CSS=-0.0765, Synergy_ZIP=-1.12, Synergy_Bliss=-3.75, Synergy_Loewe=-73.8, Synergy_HSA=-4.03. (2) Drug 1: C1=C(C(=O)NC(=O)N1)N(CCCl)CCCl. Cell line: M14. Drug 2: C1CNP(=O)(OC1)N(CCCl)CCCl. Synergy scores: CSS=20.4, Synergy_ZIP=0.293, Synergy_Bliss=1.87, Synergy_Loewe=-11.0, Synergy_HSA=0.543.